Dataset: Full USPTO retrosynthesis dataset with 1.9M reactions from patents (1976-2016). Task: Predict the reactants needed to synthesize the given product. (1) Given the product [Cl:1][C:2]1[CH:3]=[CH:4][C:5]2[C:6]3[C:17]([C:18]([O:20][CH2:21][CH3:22])=[O:19])=[N:26][NH:25][C:12](=[O:13])[C:7]=3[N:8]([CH3:11])[C:9]=2[CH:10]=1, predict the reactants needed to synthesize it. The reactants are: [Cl:1][C:2]1[CH:10]=[C:9]2[C:5]([C:6]([C:17](=O)[C:18]([O:20][CH2:21][CH3:22])=[O:19])=[C:7]([C:12](OCC)=[O:13])[N:8]2[CH3:11])=[CH:4][CH:3]=1.O.[NH2:25][NH2:26]. (2) Given the product [N+:1]([C:4]1[CH:12]=[CH:11][CH:10]=[C:6]([C:7]([NH:23][C:22]2[CH:24]=[CH:25][C:19]([Cl:18])=[CH:20][C:21]=2[CH3:26])=[O:8])[C:5]=1[C:13]([O:15][CH2:16][CH3:17])=[O:14])([O-:3])=[O:2], predict the reactants needed to synthesize it. The reactants are: [N+:1]([C:4]1[C:5]([C:13]([O:15][CH2:16][CH3:17])=[O:14])=[C:6]([CH:10]=[CH:11][CH:12]=1)[C:7](Cl)=[O:8])([O-:3])=[O:2].[Cl:18][C:19]1[CH:25]=[CH:24][C:22]([NH2:23])=[C:21]([CH3:26])[CH:20]=1.C(N(CC)CC)C. (3) Given the product [CH3:1][C@@H:2]1[CH2:6][CH2:5][CH2:4][N:3]1[CH:7]([C:11]1[CH:16]=[CH:15][CH:14]=[CH:13][CH:12]=1)[C:8]([O:10][C@@H:44]1[CH:45]2[CH2:48][CH2:49][N:42]([CH2:47][CH2:46]2)[CH2:43]1)=[O:9], predict the reactants needed to synthesize it. The reactants are: [CH3:1][C@@H:2]1[CH2:6][CH2:5][CH2:4][N:3]1[C@H:7]([C:11]1[CH:16]=[CH:15][CH:14]=[CH:13][CH:12]=1)[C:8]([OH:10])=[O:9].C1CCC(N=C=NC2CCCCC2)CC1.C1C=CC2N(O)N=NC=2C=1.[N:42]12[CH2:49][CH2:48][CH:45]([CH2:46][CH2:47]1)[C@@H:44](O)[CH2:43]2.C(Cl)Cl.CO.[NH4+].[OH-]. (4) Given the product [Cl:1][C:2]1[CH:3]=[C:4]([CH:27]=[CH:28][CH:29]=1)[O:5][C:6]1[C:11]([O:12][CH2:13][CH2:14][CH2:15][C:16]2[CH:21]=[CH:20][N:19]=[CH:18][C:17]=2[C:22]([OH:24])=[O:23])=[CH:10][CH:9]=[CH:8][N:7]=1, predict the reactants needed to synthesize it. The reactants are: [Cl:1][C:2]1[CH:3]=[C:4]([CH:27]=[CH:28][CH:29]=1)[O:5][C:6]1[C:11]([O:12][CH2:13][CH2:14][CH2:15][C:16]2[CH:21]=[CH:20][N:19]=[CH:18][C:17]=2[C:22]([O:24]CC)=[O:23])=[CH:10][CH:9]=[CH:8][N:7]=1.[OH-].[Na+]. (5) Given the product [Cl:1][C:2]1[S:28][C:5]2[NH:6][C:7]([C:9]([NH:11][CH:12]3[CH2:21][C:20]4[C:15](=[CH:16][CH:17]=[CH:18][CH:19]=4)[N:14]([CH2:22][C:23]([NH:29][CH2:30][CH:31]([OH:34])[CH2:32][OH:33])=[O:26])[C:13]3=[O:27])=[O:10])=[CH:8][C:4]=2[CH:3]=1, predict the reactants needed to synthesize it. The reactants are: [Cl:1][C:2]1[S:28][C:5]2[NH:6][C:7]([C:9]([NH:11][CH:12]3[CH2:21][C:20]4[C:15](=[CH:16][CH:17]=[CH:18][CH:19]=4)[N:14]([CH2:22][CH:23]([OH:26])CO)[C:13]3=[O:27])=[O:10])=[CH:8][C:4]=2[CH:3]=1.[NH2:29][CH2:30][CH:31]([OH:34])[CH2:32][OH:33].